Dataset: Forward reaction prediction with 1.9M reactions from USPTO patents (1976-2016). Task: Predict the product of the given reaction. (1) Given the reactants Cl[C:2]1[N:7]=[C:6]([S:8][CH3:9])[N:5]=[C:4]([N:10]([C:18]([O:20][C:21]([CH3:24])([CH3:23])[CH3:22])=[O:19])[C:11]([O:13][C:14]([CH3:17])([CH3:16])[CH3:15])=[O:12])[CH:3]=1.CC1(C)C(C)(C)OB([C:33]2[CH:38]=[CH:37][N:36]=[CH:35][C:34]=2[NH2:39])O1, predict the reaction product. The product is: [NH2:39][C:34]1[CH:35]=[N:36][CH:37]=[CH:38][C:33]=1[C:2]1[N:7]=[C:6]([S:8][CH3:9])[N:5]=[C:4]([N:10]([C:18]([O:20][C:21]([CH3:24])([CH3:23])[CH3:22])=[O:19])[C:11]([O:13][C:14]([CH3:17])([CH3:16])[CH3:15])=[O:12])[CH:3]=1. (2) Given the reactants [CH2:1]([N:8]([CH2:12][C:13]1[C:18](Cl)=[N:17][C:16]([N:20]([CH3:24])[CH2:21][CH2:22][CH3:23])=[CH:15][N:14]=1)[CH2:9][CH2:10][OH:11])[C:2]1[CH:7]=[CH:6][CH:5]=[CH:4][CH:3]=1.CC(C)([O-])C.[K+].O, predict the reaction product. The product is: [CH2:1]([N:8]1[CH2:12][C:13]2[N:14]=[CH:15][C:16]([N:20]([CH3:24])[CH2:21][CH2:22][CH3:23])=[N:17][C:18]=2[O:11][CH2:10][CH2:9]1)[C:2]1[CH:7]=[CH:6][CH:5]=[CH:4][CH:3]=1. (3) Given the reactants [Cl:1]N1C(=O)CCC1=O.[NH2:9][C:10]1[CH:18]=[CH:17][CH:16]=[C:15]2[C:11]=1[CH:12]=[N:13][N:14]2[C:19]([O:21][C:22]([CH3:25])([CH3:24])[CH3:23])=[O:20], predict the reaction product. The product is: [NH2:9][C:10]1[CH:18]=[CH:17][C:16]([Cl:1])=[C:15]2[C:11]=1[CH:12]=[N:13][N:14]2[C:19]([O:21][C:22]([CH3:25])([CH3:24])[CH3:23])=[O:20]. (4) Given the reactants [C:1]([C:3]1[CH:42]=[CH:41][C:6]([CH2:7][N:8]([CH2:25][C:26]2[CH:31]=[CH:30][C:29]([O:32][C:33]3[CH:38]=[CH:37][CH:36]=[C:35]([CH:39]=[O:40])[CH:34]=3)=[CH:28][CH:27]=2)[C:9]2[C:10]([CH3:24])=[C:11]([N:15]([S:20]([CH3:23])(=[O:22])=[O:21])[S:16]([CH3:19])(=[O:18])=[O:17])[CH:12]=[CH:13][CH:14]=2)=[CH:5][CH:4]=1)#[N:2].CO.C1COCC1.C(O)(=O)C.[BH4-].[Na+], predict the reaction product. The product is: [C:1]([C:3]1[CH:4]=[CH:5][C:6]([CH2:7][N:8]([CH2:25][C:26]2[CH:31]=[CH:30][C:29]([O:32][C:33]3[CH:38]=[CH:37][CH:36]=[C:35]([CH2:39][OH:40])[CH:34]=3)=[CH:28][CH:27]=2)[C:9]2[C:10]([CH3:24])=[C:11]([N:15]([S:20]([CH3:23])(=[O:21])=[O:22])[S:16]([CH3:19])(=[O:18])=[O:17])[CH:12]=[CH:13][CH:14]=2)=[CH:41][CH:42]=1)#[N:2]. (5) Given the reactants [CH3:1][O:2][C:3]([C:5]1[CH:6]=[CH:7][N:8]2[C:12]([CH:13]=1)=[C:11]([C:14]1[CH:19]=[CH:18][CH:17]=[CH:16][CH:15]=1)[C:10]([CH2:20][C:21]1[CH:26]=[CH:25][CH:24]=[C:23]([F:27])[C:22]=1[CH3:28])=[C:9]2[CH:29]=[O:30])=[O:4].P([O-])(O)(O)=[O:32].[Na+].CC(=CC)C.C1COCC1.Cl([O-])=O.[Na+], predict the reaction product. The product is: [F:27][C:23]1[C:22]([CH3:28])=[C:21]([CH:26]=[CH:25][CH:24]=1)[CH2:20][C:10]1[C:11]([C:14]2[CH:15]=[CH:16][CH:17]=[CH:18][CH:19]=2)=[C:12]2[N:8]([C:9]=1[C:29]([OH:32])=[O:30])[CH:7]=[CH:6][C:5]([C:3]([O:2][CH3:1])=[O:4])=[CH:13]2.